From a dataset of Forward reaction prediction with 1.9M reactions from USPTO patents (1976-2016). Predict the product of the given reaction. (1) Given the reactants [CH3:1][C:2]1[NH:3][C:4]2[C:9]([C:10]=1[CH3:11])=[CH:8][C:7]([N+:12]([O-:14])=[O:13])=[CH:6][CH:5]=2.[OH-].[Na+].[Cl:17][C:18]1[CH:26]=[CH:25][CH:24]=[C:23]([Cl:27])[C:19]=1[C:20](Cl)=[O:21], predict the reaction product. The product is: [Cl:17][C:18]1[CH:26]=[CH:25][CH:24]=[C:23]([Cl:27])[C:19]=1[C:20]([N:3]1[C:4]2[C:9](=[CH:8][C:7]([N+:12]([O-:14])=[O:13])=[CH:6][CH:5]=2)[C:10]([CH3:11])=[C:2]1[CH3:1])=[O:21]. (2) Given the reactants [N:1]1[CH:6]=[CH:5][CH:4]=[C:3]([C:7]2[CH:8]=[C:9]3[C:15]([C:16]4[N:21]=[C:20]([N:22]5[CH2:27][CH2:26][CH2:25][C@@H:24]([OH:28])[CH2:23]5)[CH:19]=[CH:18][CH:17]=4)=[N:14][N:13](COCC[Si](C)(C)C)[C:10]3=[CH:11][N:12]=2)[CH:2]=1.Cl, predict the reaction product. The product is: [N:1]1[CH:6]=[CH:5][CH:4]=[C:3]([C:7]2[CH:8]=[C:9]3[C:15]([C:16]4[N:21]=[C:20]([N:22]5[CH2:27][CH2:26][CH2:25][C@@H:24]([OH:28])[CH2:23]5)[CH:19]=[CH:18][CH:17]=4)=[N:14][NH:13][C:10]3=[CH:11][N:12]=2)[CH:2]=1. (3) Given the reactants CC(C)([O-])C.[K+].[CH:7]1[C:23]2[CH2:22][C@H:21]3[N:24]([CH2:26][CH2:27][C@@:13]45[C@H:20]3[CH:19]=[CH:18][C@H:16]([OH:17])[C@@H:14]4[O:15][C:11]([C:12]=25)=[C:9]([OH:10])[CH:8]=1)[CH3:25].CO.[NH4+].[OH-].Cl, predict the reaction product. The product is: [CH3:25][N:24]1[C@@H:21]2[CH2:22][C:23]3=[CH:7][CH:8]=[C:9]([OH:10])[C:11]4[O:15][C@H:14]5[C:16]([CH2:18][CH2:19][C@@H:20]2[C@:13]5([C:12]=43)[CH2:27][CH2:26]1)=[O:17]. (4) Given the reactants [NH2:1][C:2]1[CH:3]=[C:4]([C:8]2[C:9]([C:15]3[CH:20]=[CH:19][N:18]=[C:17]([NH2:21])[N:16]=3)=[N:10][N:11]([CH2:13][CH3:14])[CH:12]=2)[CH:5]=[CH:6][CH:7]=1.[F:22][C:23]1[CH:28]=[C:27]([N:29]=[C:30]=[O:31])[CH:26]=[CH:25][C:24]=1[I:32], predict the reaction product. The product is: [NH2:21][C:17]1[N:16]=[C:15]([C:9]2[C:8]([C:4]3[CH:3]=[C:2]([NH:1][C:30]([NH:29][C:27]4[CH:26]=[CH:25][C:24]([I:32])=[C:23]([F:22])[CH:28]=4)=[O:31])[CH:7]=[CH:6][CH:5]=3)=[CH:12][N:11]([CH2:13][CH3:14])[N:10]=2)[CH:20]=[CH:19][N:18]=1.